The task is: Predict which catalyst facilitates the given reaction.. This data is from Catalyst prediction with 721,799 reactions and 888 catalyst types from USPTO. Reactant: [CH3:1][C:2]1[CH:7]=[C:6]([CH3:8])[CH:5]=[CH:4][C:3]=1[NH:9][CH2:10][CH:11]([CH3:13])[CH3:12].[CH:14]([C:16]1[CH:21]=[CH:20][C:19]([S:22](Cl)(=[O:24])=[O:23])=[CH:18][CH:17]=1)=[O:15]. Product: [CH3:1][C:2]1[CH:7]=[C:6]([CH3:8])[CH:5]=[CH:4][C:3]=1[N:9]([CH2:10][CH:11]([CH3:13])[CH3:12])[S:22]([C:19]1[CH:18]=[CH:17][C:16]([CH:14]=[O:15])=[CH:21][CH:20]=1)(=[O:24])=[O:23]. The catalyst class is: 17.